Dataset: Forward reaction prediction with 1.9M reactions from USPTO patents (1976-2016). Task: Predict the product of the given reaction. (1) Given the reactants [F:1][C:2]1[C:3]([CH3:25])=[C:4]([C@@:8]2([C:21]([O:23][CH3:24])=[O:22])[CH2:12][CH2:11][C:10](OS(C(F)(F)F)(=O)=O)=[CH:9]2)[CH:5]=[CH:6][CH:7]=1.[F:26][C:27]1[CH:28]=[N:29][CH:30]=[C:31](B(O)O)[CH:32]=1, predict the reaction product. The product is: [F:1][C:2]1[C:3]([CH3:25])=[C:4]([C@@:8]2([C:21]([O:23][CH3:24])=[O:22])[CH2:12][CH2:11][C:10]([C:31]3[CH:30]=[N:29][CH:28]=[C:27]([F:26])[CH:32]=3)=[CH:9]2)[CH:5]=[CH:6][CH:7]=1. (2) Given the reactants [CH2:1]([N:3]([CH2:20][CH3:21])[C:4]1[CH:5]=[C:6]([OH:19])[C:7](=[CH:17][CH:18]=1)[CH:8]=[N:9][C@@H:10]1[CH2:15][CH2:14][CH2:13][CH2:12][C@H:11]1[NH2:16])[CH3:2].[CH3:22][O:23][C:24]1[CH:25]=[C:26]([OH:32])[C:27](=[CH:30][CH:31]=1)[CH:28]=O, predict the reaction product. The product is: [CH2:20]([N:3]([CH2:1][CH3:2])[C:4]1[CH:5]=[C:6]([OH:19])[C:7](=[CH:17][CH:18]=1)[CH:8]=[N:9][C@@H:10]1[CH2:15][CH2:14][CH2:13][CH2:12][C@H:11]1[N:16]=[CH:28][C:27]1[C:26](=[CH:25][C:24]([O:23][CH3:22])=[CH:31][CH:30]=1)[OH:32])[CH3:21].